Dataset: Forward reaction prediction with 1.9M reactions from USPTO patents (1976-2016). Task: Predict the product of the given reaction. (1) Given the reactants C(O[C:9]([N:11]1[CH2:15][C@H:14](OS(C2C=CC(C)=CC=2)(=O)=O)[CH2:13][C@H:12]1[CH2:27]O[Si](C(C)(C)C)(C)C)=O)C1C=CC=CC=1.[C:36]([O-])(=[S:38])[CH3:37].[K+].[OH2:41].[CH3:42]N(C)C=O, predict the reaction product. The product is: [CH3:42][S:38][C@@H:36]1[CH2:9][N:11]2[C@@H:15]([CH2:14][C:13](=[O:41])[CH2:12][CH2:27]2)[CH2:37]1. (2) The product is: [CH2:13]([N:15]1[C:19]2[N:20]=[C:21]([C:30]3[CH:35]=[CH:34][C:33]([NH:36][C:5]([NH:37][C:38]4[CH:43]=[CH:42][N:41]=[CH:40][CH:39]=4)=[O:11])=[CH:32][CH:31]=3)[N:22]=[C:23]([N:24]3[CH2:25][CH2:26][O:27][CH2:28][CH2:29]3)[C:18]=2[N:17]=[N:16]1)[CH3:14]. Given the reactants ClC(Cl)(O[C:5](=[O:11])OC(Cl)(Cl)Cl)Cl.[CH2:13]([N:15]1[C:19]2[N:20]=[C:21]([C:30]3[CH:35]=[CH:34][C:33]([NH2:36])=[CH:32][CH:31]=3)[N:22]=[C:23]([N:24]3[CH2:29][CH2:28][O:27][CH2:26][CH2:25]3)[C:18]=2[N:17]=[N:16]1)[CH3:14].[NH2:37][C:38]1[CH:43]=[CH:42][N:41]=[CH:40][CH:39]=1.CCN(CC)CC, predict the reaction product. (3) Given the reactants [CH3:1]N(C)CCN(C)C.C([Li])(CC)C.[Si:14]([O:21][CH2:22][CH2:23][CH:24]1[C:29]2[S:30][C:31]([C:33]([OH:35])=[O:34])=[CH:32][C:28]=2[CH2:27][CH2:26][O:25]1)([C:17]([CH3:20])([CH3:19])[CH3:18])([CH3:16])[CH3:15].IC, predict the reaction product. The product is: [Si:14]([O:21][CH2:22][CH2:23][CH:24]1[C:29]2[S:30][C:31]([C:33]([OH:35])=[O:34])=[C:32]([CH3:1])[C:28]=2[CH2:27][CH2:26][O:25]1)([C:17]([CH3:20])([CH3:18])[CH3:19])([CH3:16])[CH3:15]. (4) Given the reactants [CH2:1]([NH:8][CH:9]([CH2:12][CH2:13][OH:14])[CH2:10][OH:11])[C:2]1[CH:7]=[CH:6][CH:5]=[CH:4][CH:3]=1.C(N(CC)CC)C.[Cl:22][CH:23]([CH3:27])[C:24](Cl)=[O:25], predict the reaction product. The product is: [CH2:1]([N:8]([CH:9]([CH2:12][CH2:13][OH:14])[CH2:10][OH:11])[C:24](=[O:25])[CH:23]([Cl:22])[CH3:27])[C:2]1[CH:7]=[CH:6][CH:5]=[CH:4][CH:3]=1.